Dataset: Catalyst prediction with 721,799 reactions and 888 catalyst types from USPTO. Task: Predict which catalyst facilitates the given reaction. (1) Reactant: [N+:1]([C:4]1[CH:5]=[CH:6][CH:7]=[C:8]2[C:13]=1[NH:12][C:11]([C:14]1[CH:19]=[CH:18][N:17]=[CH:16][CH:15]=1)=[CH:10][C:9]2=[O:20])([O-])=O. Product: [NH2:1][C:4]1[CH:5]=[CH:6][CH:7]=[C:8]2[C:13]=1[NH:12][C:11]([C:14]1[CH:19]=[CH:18][N:17]=[CH:16][CH:15]=1)=[CH:10][C:9]2=[O:20]. The catalyst class is: 29. (2) Reactant: [CH3:1][C:2]1([CH3:8])[NH:6][C:5](=O)[CH2:4][CH2:3]1.[OH-].[Na+].[C:11](O[C:11]([O:13][C:14]([CH3:17])([CH3:16])[CH3:15])=[O:12])([O:13][C:14]([CH3:17])([CH3:16])[CH3:15])=[O:12].C(N(CC)CC)C.CN(C1C=CC=CN=1)C. Product: [C:14]([O:13][C:11]([N:6]1[CH2:5][CH2:4][CH2:3][C:2]1([CH3:8])[CH3:1])=[O:12])([CH3:17])([CH3:16])[CH3:15]. The catalyst class is: 20.